From a dataset of Forward reaction prediction with 1.9M reactions from USPTO patents (1976-2016). Predict the product of the given reaction. (1) Given the reactants [CH:1]1([C:4]2[N:5]=[CH:6][C:7]([C:15]([OH:17])=O)=[N:8][C:9]=2[O:10][CH2:11][CH:12]2[CH2:14][CH2:13]2)[CH2:3][CH2:2]1.[CH3:18][O:19][CH2:20][C:21]([NH:24][CH3:25])([CH3:23])[CH3:22], predict the reaction product. The product is: [CH3:18][O:19][CH2:20][C:21]([N:24]([CH3:25])[C:15]([C:7]1[CH:6]=[N:5][C:4]([CH:1]2[CH2:2][CH2:3]2)=[C:9]([O:10][CH2:11][CH:12]2[CH2:13][CH2:14]2)[N:8]=1)=[O:17])([CH3:23])[CH3:22]. (2) Given the reactants [C:1]([O:5][C:6]([N:8]1[CH2:13][CH2:12][C:11](=O)[CH2:10][CH2:9]1)=[O:7])([CH3:4])([CH3:3])[CH3:2].[NH2:15][C:16]1[CH:21]=[CH:20][C:19]([CH3:22])=[CH:18][CH:17]=1, predict the reaction product. The product is: [C:1]([O:5][C:6]([N:8]1[CH2:13][CH2:12][CH:11]([NH:15][C:16]2[CH:21]=[CH:20][C:19]([CH3:22])=[CH:18][CH:17]=2)[CH2:10][CH2:9]1)=[O:7])([CH3:4])([CH3:3])[CH3:2].